From a dataset of Full USPTO retrosynthesis dataset with 1.9M reactions from patents (1976-2016). Predict the reactants needed to synthesize the given product. (1) Given the product [F:12][C:8]1[CH:7]=[C:3]2[C:2](=[C:10]([CH3:11])[CH:9]=1)[N:1]=[C:13]([CH2:14][CH2:15][CH2:16][C:17]([OH:19])=[O:18])[NH:6][C:4]2=[O:5], predict the reactants needed to synthesize it. The reactants are: [NH2:1][C:2]1[C:10]([CH3:11])=[CH:9][C:8]([F:12])=[CH:7][C:3]=1[C:4]([NH2:6])=[O:5].[C:13]1(=O)[O:19][C:17](=[O:18])[CH2:16][CH2:15][CH2:14]1. (2) The reactants are: [Cl:1][C:2]1[CH:3]=[C:4]([CH:8]([NH:10][C:11]2[CH:16]=[C:15](F)[CH:14]=[CH:13][C:12]=2[N+:18]([O-:20])=[O:19])[CH3:9])[CH:5]=[CH:6][CH:7]=1.[N:21]1(C(OC(C)(C)C)=O)[CH2:26][CH2:25][NH:24][CH2:23][CH2:22]1.C(N(CC)C(C)C)(C)C. Given the product [ClH:1].[Cl:1][C:2]1[CH:3]=[C:4]([CH:8]([NH:10][C:11]2[CH:16]=[C:15]([N:21]3[CH2:26][CH2:25][NH:24][CH2:23][CH2:22]3)[CH:14]=[CH:13][C:12]=2[N+:18]([O-:20])=[O:19])[CH3:9])[CH:5]=[CH:6][CH:7]=1, predict the reactants needed to synthesize it. (3) Given the product [NH2:10][C:7]1[CH:8]=[CH:9][C:4]([F:3])=[C:5]([C@:13]23[CH2:22][C@@H:21]([O:23][CH3:24])[CH2:20][CH2:19][C@H:18]2[CH2:17][S:16][C:15]([NH:25][C:26](=[O:32])[O:27][C:28]([CH3:29])([CH3:30])[CH3:31])=[N:14]3)[CH:6]=1, predict the reactants needed to synthesize it. The reactants are: [Cl-].[NH4+].[F:3][C:4]1[CH:9]=[CH:8][C:7]([N+:10]([O-])=O)=[CH:6][C:5]=1[C@:13]12[CH2:22][C@@H:21]([O:23][CH3:24])[CH2:20][CH2:19][C@H:18]1[CH2:17][S:16][C:15]([NH:25][C:26](=[O:32])[O:27][C:28]([CH3:31])([CH3:30])[CH3:29])=[N:14]2. (4) Given the product [Cl:13][C:14]1[C:15]([O:10][CH2:9][C:4]2[CH:5]=[CH:6][C:7]([Cl:8])=[C:2]([Cl:1])[CH:3]=2)=[CH:16][C:17]([F:22])=[C:18]([CH:21]=1)[C:19]#[N:20], predict the reactants needed to synthesize it. The reactants are: [Cl:1][C:2]1[CH:3]=[C:4]([CH2:9][OH:10])[CH:5]=[CH:6][C:7]=1[Cl:8].[H-].[Na+].[Cl:13][C:14]1[C:15](F)=[CH:16][C:17]([F:22])=[C:18]([CH:21]=1)[C:19]#[N:20]. (5) Given the product [F:40][C:41]([F:46])([F:45])[C:42]([OH:44])=[O:43].[NH2:80][C@@H:81]1[CH2:82][CH2:83][N:79]([C:2]2[N:10]=[C:9]3[C:5]([N:6]=[CH:7][N:8]3[C@@H:11]3[CH2:15][C@H:14]([N:16]4[CH:20]=[C:19]([CH2:21][OH:22])[CH:18]=[N:17]4)[C@@H:13]([OH:23])[C@H:12]3[OH:24])=[C:4]([NH:25][CH2:26][CH:27]([C:34]3[CH:35]=[CH:36][CH:37]=[CH:38][CH:39]=3)[C:28]3[CH:29]=[CH:30][CH:31]=[CH:32][CH:33]=3)[N:3]=2)[CH2:77]1, predict the reactants needed to synthesize it. The reactants are: Cl[C:2]1[N:10]=[C:9]2[C:5]([N:6]=[CH:7][N:8]2[C@@H:11]2[CH2:15][C@H:14]([N:16]3[CH:20]=[C:19]([CH2:21][OH:22])[CH:18]=[N:17]3)[C@@H:13]([OH:23])[C@H:12]2[OH:24])=[C:4]([NH:25][CH2:26][CH:27]([C:34]2[CH:39]=[CH:38][CH:37]=[CH:36][CH:35]=2)[C:28]2[CH:33]=[CH:32][CH:31]=[CH:30][CH:29]=2)[N:3]=1.[F:40][C:41]([F:46])([F:45])[C:42]([OH:44])=[O:43].C1(C(C2C=CC=CC=2)CNC2N=C(NCCN3CCCCC3)N=C3C=2N=CN3[C@@H]2C[C@H:77]([N:79]3[CH:83]=[C:82](CO)[CH:81]=[N:80]3)[C@@H](O)[C@H]2O)C=CC=CC=1.N[C@@H]1CCNC1.